From a dataset of Catalyst prediction with 721,799 reactions and 888 catalyst types from USPTO. Predict which catalyst facilitates the given reaction. Reactant: [Cl:1][C:2]1[CH:7]=[CH:6][C:5]([C@@H:8]([CH:13]([C:18]([O:20][CH3:21])=[O:19])[C:14](OC)=[O:15])[CH2:9][N+:10]([O-])=O)=[CH:4][CH:3]=1. Product: [Cl:1][C:2]1[CH:7]=[CH:6][C:5]([C@@H:8]2[CH2:9][NH:10][C:14](=[O:15])[C@H:13]2[C:18]([O:20][CH3:21])=[O:19])=[CH:4][CH:3]=1. The catalyst class is: 227.